From a dataset of Experimentally validated miRNA-target interactions with 360,000+ pairs, plus equal number of negative samples. Binary Classification. Given a miRNA mature sequence and a target amino acid sequence, predict their likelihood of interaction. (1) The miRNA is mmu-miR-7036a-3p with sequence CCGUCCUCAUCCGCUCCUCCCAG. The protein sequence of the target gene is MQRLVLVSILLCANFSCYPDTFATPQRASIKALRNANLRRDESNHLTDLYQREENIQVTSNGHVQSPRFPNSYPRNLLLTWWLRSQEKTRIQLSFDHQFGLEEAENDICRYDFVEVEEVSESSTVVRGRWCGHKEIPPRITSRTNQIKITFKSDDYFVAKPGFKIYYSFVEDFQPEAASETNWESVTSSFSGVSYHSPSITDPTLTADALDKTVAEFDTVEDLLKHFNPVSWQDDLENLYLDTPHYRGRSYHDRKSKVDLDRLNDDVKRYSCTPRNHSVNLREELKLTNAVFFPRCLLVQ.... Result: 0 (no interaction). (2) The miRNA is hsa-miR-650 with sequence AGGAGGCAGCGCUCUCAGGAC. The protein sequence of the target gene is MAGNVKKSSGAGGGGSGGSGAGGLIGLMKDAFQPHHHHHHLSPHPPCTVDKKMVEKCWKLMDKVVRLCQNPKLALKNSPPYILDLLPDTYQHLRTVLSRYEGKMETLGENEYFRVFMENLMKKTKQTISLFKEGKERMYEENSQPRRNLTKLSLIFSHMLAELKGIFPSGLFQGDTFRITKADAAEFWRKAFGEKTIVPWKSFRQALHEVHPISSGLEAMALKSTIDLTCNDYISVFEFDIFTRLFQPWSSLLRNWNSLAVTHPGYMAFLTYDEVKARLQKFIHKPGSYIFRLSCTRLGQ.... Result: 0 (no interaction). (3) The miRNA is hsa-miR-4490 with sequence UCUGGUAAGAGAUUUGGGCAUA. The protein sequence of the target gene is MALVDKHKVKRQRLDRICEGIRPQIMNGPLHPRPLVALLDGRDCTVEMPILKDLATVAFCDAQSTQEIHEKVLNEAVGAMMYHTITLTREDLEKFKALRVIVRIGSGYDNVDIKAAGELGIAVCNIPSAAVEETADSTICHILNLYRRNTWLYQALREGTRVQSVEQIREVASGAARIRGETLGLIGFGRTGQAVAVRAKAFGFSVIFYDPYLQDGIERSLGVQRVYTLQDLLYQSDCVSLHCNLNEHNHHLINDFTIKQMRQGAFLVNAARGGLVDEKALAQALKEGRIRGAALDVHES.... Result: 0 (no interaction). (4) The miRNA is hsa-miR-4999-3p with sequence UCACUACCUGACAAUACAGU. The protein sequence of the target gene is MASEELACKLERRLRREEAEESGPQLAPLGAPAPEPKPEPEPPARAPTASADAELSAQLSRRLDINEGAARPRRCRVFNPYTEFPEFSRRLIKDLESMFKLYDAGRDGFIDLMELKLMMEKLGAPQTHLGLKSMIKEVDEDFDGKLSFREFLLIFHKAAAGELQEDSGLMALAKLSEIDVALEGVKGAKNFFEAKVQALSSASKFEAELKAEQDERKREEEERRLRQAAFQKLKANFNT. Result: 0 (no interaction). (5) The miRNA is hsa-miR-421 with sequence AUCAACAGACAUUAAUUGGGCGC. The protein sequence of the target gene is MDPRKVNELRAFVKMCKQDPSVLHTEEMRFLREWVESMGGKVPPATQKAKSEENTKEEKPDSKKVEEDLKADEPSSEESDLEIDKEGVIEPDTDAPQEMGDENAEITEEMMDQANDKKVAAIEALNDGELQKAIDLFTDAIKLNPRLAILYAKRASVFVKLQKPNAAIRDCDRAIEINPDSAQPYKWRGKAHRLLGHWEEAAHDLALACKLDYDEDASAMLKEVQPRAQKIAEHRRKYERKREEREIKERIERVKKAREEHERAQREEEARRQSGAQYGSFPGGFPGGMPGNFPGGMPGM.... Result: 0 (no interaction). (6) The miRNA is mmu-miR-149-5p with sequence UCUGGCUCCGUGUCUUCACUCCC. The protein sequence of the target gene is MAGVSYAAPWWVSLLHRLPHFDLRWEATSSQFRPEDADYQQALLLLGATALACLALDLLFLLFYSFWLCCRRRKTDEHLDADCCCTAWCVIITTLVCSAGIAVGFYGNGETSDGIHRATYSLRHANRTVAGVQDRVWDTAAALNRTAEPNLQSLERQLAGRQEPLRAVQRLQTLLGTLLGYTAAIPFWRNPGVSLEVLAEQVDLYDWYRWLGYLGLLLLDVIICLLVLVGLIRSSKGILVGVCLLGVLALVISWGALGLELAVSVGSSDFCVDPDTFVTKMVEEHSVLSGDILQYYLACS.... Result: 1 (interaction). (7) Result: 0 (no interaction). The miRNA is hsa-miR-5091 with sequence ACGGAGACGACAAGACUGUGCUG. The protein sequence of the target gene is MAMVSAMSWALYLWISACAMLLCHGSLQHTFQQHHLHRPEGGTCEVIAAHRCCNKNRIEERSQTVKCSCLPGKVAGTTRNRPSCVDASIVIGKWWCEMEPCLEGEECKTLPDNSGWMCATGNKIKTTRIHPRT.